From a dataset of Forward reaction prediction with 1.9M reactions from USPTO patents (1976-2016). Predict the product of the given reaction. Given the reactants [C:1](=O)([O-])[O-].[K+].[K+].CC(C1C=C(C(C)C)C(C2C(P(C3CCCCC3)C3CCCCC3)=C(OC)C=CC=2OC)=C(C(C)C)C=1)C.Cl[C:46]1[C:55]2[C:50](=[CH:51][C:52]([F:57])=[CH:53][C:54]=2[F:56])[N:49]=[C:48]([N:58]2[CH2:62][CH2:61][CH2:60][C:59]2=[O:63])[C:47]=1[CH3:64].[NH2:65][C:66]1[CH:71]=[C:70]([N:72]2[CH2:77][CH2:76][O:75][CH2:74][CH2:73]2)[N:69]=[CH:68][C:67]=1[C:78]1[CH:79]=[N:80][C:81]([NH:84][C:85](=[O:91])[O:86][C:87]([CH3:90])([CH3:89])[CH3:88])=[N:82][CH:83]=1, predict the reaction product. The product is: [F:56][C:54]1[CH:53]=[C:52]([F:57])[CH:51]=[C:50]2[C:55]=1[C:46]([NH:65][C:66]1[CH:71]=[C:70]([N:72]3[CH2:77][CH2:76][O:75][CH2:74][CH2:73]3)[N:69]=[CH:68][C:67]=1[C:78]1[CH:79]=[N:80][C:81]([NH:84][C:85](=[O:91])[O:86][C:87]([CH3:88])([CH3:90])[CH3:89])=[N:82][CH:83]=1)=[C:47]([CH3:64])[C:48]([N:58]1[CH2:62][CH2:61][CH2:60][CH2:1][C:59]1=[O:63])=[N:49]2.